From a dataset of Reaction yield outcomes from USPTO patents with 853,638 reactions. Predict the reaction yield, written as a fraction of the theoretical maximum amount of product (1.0 means a 100% yield; for example, 0.34 means a 34% yield). (1) The reactants are [CH3:1][N:2]([CH3:8])[C@@H:3]1[CH2:7][CH2:6][NH:5][CH2:4]1.F[C:10]1[C:15]([N+:16]([O-:18])=[O:17])=[CH:14][C:13]([NH:19][C:20]2[N:25]=[C:24]([C:26]3[C:34]4[C:29](=[CH:30][CH:31]=[CH:32][CH:33]=4)[NH:28][CH:27]=3)[CH:23]=[CH:22][N:21]=2)=[C:12]([O:35][CH3:36])[CH:11]=1.CCN(C(C)C)C(C)C. The catalyst is CC(N(C)C)=O. The product is [CH3:1][N:2]([CH3:8])[C@@H:3]1[CH2:7][CH2:6][N:5]([C:10]2[C:15]([N+:16]([O-:18])=[O:17])=[CH:14][C:13]([NH:19][C:20]3[N:25]=[C:24]([C:26]4[C:34]5[C:29](=[CH:30][CH:31]=[CH:32][CH:33]=5)[NH:28][CH:27]=4)[CH:23]=[CH:22][N:21]=3)=[C:12]([O:35][CH3:36])[CH:11]=2)[CH2:4]1. The yield is 0.840. (2) The reactants are [C:1]([O:5][C:6]([NH:8][C@@H:9]1[CH2:12][C@H:11]([C:13]([OH:15])=O)[C:10]1([CH3:17])[CH3:16])=[O:7])([CH3:4])([CH3:3])[CH3:2].C1C=CC2N(O)N=NC=2C=1.[CH2:28]([N:30]1[CH2:35][CH2:34][NH:33][CH2:32][CH2:31]1)[CH3:29].CCN(CC)CC. The catalyst is C(Cl)Cl. The product is [CH2:28]([N:30]1[CH2:35][CH2:34][N:33]([C:13]([C@H:11]2[CH2:12][C@@H:9]([NH:8][C:6](=[O:7])[O:5][C:1]([CH3:2])([CH3:3])[CH3:4])[C:10]2([CH3:17])[CH3:16])=[O:15])[CH2:32][CH2:31]1)[CH3:29]. The yield is 0.700.